Dataset: Reaction yield outcomes from USPTO patents with 853,638 reactions. Task: Predict the reaction yield, written as a fraction of the theoretical maximum amount of product (1.0 means a 100% yield; for example, 0.34 means a 34% yield). (1) The product is [F:10][C:11]1[CH:16]=[CH:15][C:14]([CH:17]([C:21]2[CH:22]=[CH:23][C:24]([F:27])=[CH:25][CH:26]=2)[CH2:18][CH2:19][NH:20][C:1](=[O:9])[C:2]2[CH:3]=[CH:4][N:5]=[CH:6][CH:7]=2)=[CH:13][CH:12]=1. The yield is 0.576. No catalyst specified. The reactants are [C:1]([OH:9])(=O)[C:2]1[CH:7]=[CH:6][N:5]=[CH:4][CH:3]=1.[F:10][C:11]1[CH:16]=[CH:15][C:14]([CH:17]([C:21]2[CH:26]=[CH:25][C:24]([F:27])=[CH:23][CH:22]=2)[CH2:18][CH2:19][NH2:20])=[CH:13][CH:12]=1. (2) The reactants are [OH:1]O.[CH2:3]([C:7]1[CH:14]=[CH:13][C:10]([C:11]#[N:12])=[C:9]([OH:15])[N:8]=1)[CH2:4][CH:5]=[CH2:6]. The catalyst is CCO.[OH-].[Na+]. The product is [CH2:3]([C:7]1[CH:14]=[CH:13][C:10]([C:11]([NH2:12])=[O:1])=[C:9]([OH:15])[N:8]=1)[CH2:4][CH:5]=[CH2:6]. The yield is 1.00. (3) The catalyst is C(O)C. The product is [N+:12]([C:15]1[CH:16]=[C:17]([CH:20]=[CH:21][CH:22]=1)[CH:18]=[N:9][C:6]1[CH:5]=[CH:4][C:3]([C:2]([F:10])([F:11])[F:1])=[CH:8][CH:7]=1)([O-:14])=[O:13]. The yield is 0.950. The reactants are [F:1][C:2]([F:11])([F:10])[C:3]1[CH:8]=[CH:7][C:6]([NH2:9])=[CH:5][CH:4]=1.[N+:12]([C:15]1[CH:16]=[C:17]([CH:20]=[CH:21][CH:22]=1)[CH:18]=O)([O-:14])=[O:13]. (4) The product is [N:46]12[CH2:53][CH2:52][CH:49]([CH2:50][CH2:51]1)[C@@H:48]([O:38][C:37](=[O:39])[CH:36]([N:34]([C:31]1[CH:32]=[CH:33][C:28]([F:27])=[CH:29][CH:30]=1)[CH3:35])[C:40]1[CH:41]=[CH:42][CH:43]=[CH:44][CH:45]=1)[CH2:47]2. The reactants are C1CCC(N=C=NC2CCCCC2)CC1.C1C=CC2N(O)N=NC=2C=1.Cl.[F:27][C:28]1[CH:33]=[CH:32][C:31]([N:34]([CH:36]([C:40]2[CH:45]=[CH:44][CH:43]=[CH:42][CH:41]=2)[C:37]([OH:39])=[O:38])[CH3:35])=[CH:30][CH:29]=1.[N:46]12[CH2:53][CH2:52][CH:49]([CH2:50][CH2:51]1)[C@@H:48](O)[CH2:47]2. The catalyst is C1COCC1. The yield is 0.840. (5) The reactants are [CH2:1]([O:4][CH2:5][CH2:6][CH2:7][CH2:8][CH2:9][CH2:10][OH:11])[CH2:2][CH3:3].C1C=C[NH+]=CC=1.C1C=C[NH+]=CC=1.[O-][Cr](O[Cr]([O-])(=O)=O)(=O)=O.ClCCl.C([O-])(=O)C.[Na+]. The catalyst is C(OCC)(=O)C. The product is [CH2:1]([O:4][CH2:5][CH2:6][CH2:7][CH2:8][CH2:9][CH:10]=[O:11])[CH2:2][CH3:3]. The yield is 0.710. (6) The reactants are [O:1]=[C:2]1[C:11]2[C:6](=[CH:7][CH:8]=[CH:9][CH:10]=2)[N:5]=[C:4]([CH2:12][CH2:13][CH2:14][C:15]([OH:17])=O)[NH:3]1.FC(F)(F)C(O)=O.[F:25][C:26]1[CH:31]=[CH:30][CH:29]=[CH:28][C:27]=1[C:32]1[O:33][C:34]([CH:37]2[CH2:42][CH2:41][NH:40][CH2:39][CH2:38]2)=[N:35][N:36]=1. No catalyst specified. The product is [F:25][C:26]1[CH:31]=[CH:30][CH:29]=[CH:28][C:27]=1[C:32]1[O:33][C:34]([CH:37]2[CH2:42][CH2:41][N:40]([C:15](=[O:17])[CH2:14][CH2:13][CH2:12][C:4]3[NH:3][C:2](=[O:1])[C:11]4[C:6](=[CH:7][CH:8]=[CH:9][CH:10]=4)[N:5]=3)[CH2:39][CH2:38]2)=[N:35][N:36]=1. The yield is 0.450. (7) The reactants are [O-:1]S(C(F)(F)F)(=O)=O.OC1C=[C:12](C=CC=1)[CH:13]=[O:14].C1CN([P+:23]([O:34]N2N=[N:42][C:37]3C=[CH:39][CH:40]=[CH:41][C:36]2=3)(N2CCCC2)N2CCCC2)CC1.F[P-](F)(F)(F)(F)F.CCN([CH:57]([CH3:59])C)C(C)C. The catalyst is CN(C=O)C. The product is [NH:42]1[CH:39]=[CH:40][CH2:41][CH2:36][CH2:37]1.[PH:23](=[O:34])([O:14][CH2:13][CH3:12])[O:1][CH2:57][CH3:59]. The yield is 0.700. (8) The reactants are [C:1]1([CH:7]([C:15]2[CH:20]=[CH:19][CH:18]=[CH:17][CH:16]=2)[O:8][CH:9]2[CH2:14][CH2:13][NH:12][CH2:11][CH2:10]2)[CH:6]=[CH:5][CH:4]=[CH:3][CH:2]=1.[C:21]([O:25][CH3:26])(=[O:24])[CH:22]=[CH2:23]. The catalyst is CO. The product is [C:15]1([CH:7]([C:1]2[CH:2]=[CH:3][CH:4]=[CH:5][CH:6]=2)[O:8][CH:9]2[CH2:14][CH2:13][N:12]([CH2:23][CH2:22][C:21]([O:25][CH3:26])=[O:24])[CH2:11][CH2:10]2)[CH:16]=[CH:17][CH:18]=[CH:19][CH:20]=1. The yield is 0.980. (9) The reactants are Cl[C:2]1[S:6][C:5](=[N:7][C:8](=[O:10])[CH3:9])[N:4]([CH2:11][CH2:12][O:13][CH3:14])[CH:3]=1.[F:15][C:16]1[CH:21]=[C:20]([F:22])[CH:19]=[CH:18][C:17]=1B(O)O.C([O-])([O-])=O.[Na+].[Na+]. The catalyst is COCCOC.O.C(O)C.C(OCC)(=O)C.Cl[Pd](Cl)([P](C1C=CC=CC=1)(C1C=CC=CC=1)C1C=CC=CC=1)[P](C1C=CC=CC=1)(C1C=CC=CC=1)C1C=CC=CC=1. The product is [F:15][C:16]1[CH:21]=[C:20]([F:22])[CH:19]=[CH:18][C:17]=1[C:2]1[S:6][C:5](=[N:7][C:8](=[O:10])[CH3:9])[N:4]([CH2:11][CH2:12][O:13][CH3:14])[CH:3]=1. The yield is 0.860. (10) The reactants are [CH3:1][C:2]1([CH3:21])[O:7][C:6](=O)[NH:5][C:4]2[CH:9]=[CH:10][C:11]([C:13]3[CH:14]=[C:15]([CH:18]=[CH:19][CH:20]=3)[C:16]#[N:17])=[CH:12][C:3]1=2.COC1C=CC(P2(SP(C3C=CC(OC)=CC=3)(=S)S2)=[S:31])=CC=1.C(OCC)(=O)C. The catalyst is CC1C=CC=CC=1C. The product is [CH3:1][C:2]1([CH3:21])[O:7][C:6](=[S:31])[NH:5][C:4]2[CH:9]=[CH:10][C:11]([C:13]3[CH:14]=[C:15]([CH:18]=[CH:19][CH:20]=3)[C:16]#[N:17])=[CH:12][C:3]1=2. The yield is 0.200.